This data is from Catalyst prediction with 721,799 reactions and 888 catalyst types from USPTO. The task is: Predict which catalyst facilitates the given reaction. (1) Reactant: [F:1][CH:2]([F:10])[C:3]1[S:4][CH:5]=[C:6]([CH2:8][OH:9])[N:7]=1.Cl[C:12]1[CH:17]=[CH:16][N:15]([C:18]2[CH:19]=[CH:20][C:21]3[N:25]=[C:24]([CH:26]4[CH2:28][CH2:27]4)[N:23]([CH3:29])[C:22]=3[CH:30]=2)[C:14](=[O:31])[CH:13]=1.CC(C)([O-])C.[K+]. Product: [CH:26]1([C:24]2[N:23]([CH3:29])[C:22]3[CH:30]=[C:18]([N:15]4[CH:16]=[CH:17][C:12]([O:9][CH2:8][C:6]5[N:7]=[C:3]([CH:2]([F:10])[F:1])[S:4][CH:5]=5)=[CH:13][C:14]4=[O:31])[CH:19]=[CH:20][C:21]=3[N:25]=2)[CH2:27][CH2:28]1. The catalyst class is: 11. (2) Reactant: Cl[C:2]1[N:3]=[C:4]([NH:23][CH:24]2[CH2:26][CH2:25]2)[C:5]2[C:10]([C:11]#[N:12])=[CH:9][N:8](S(C3C=CC(C)=CC=3)(=O)=O)[C:6]=2[N:7]=1.[NH2:27][C:28]1[CH:33]=[CH:32][C:31]([S:34]([NH2:37])(=[O:36])=[O:35])=[CH:30][CH:29]=1.C[Si](Cl)(C)C. Product: [C:11]([C:10]1[C:5]2[C:4]([NH:23][CH:24]3[CH2:25][CH2:26]3)=[N:3][C:2]([NH:27][C:28]3[CH:33]=[CH:32][C:31]([S:34]([NH2:37])(=[O:35])=[O:36])=[CH:30][CH:29]=3)=[N:7][C:6]=2[NH:8][CH:9]=1)#[N:12]. The catalyst class is: 51. (3) Reactant: Br[C:2]1[CH:7]=[CH:6][C:5]([S:8]([NH2:11])(=[O:10])=[O:9])=[C:4]([Cl:12])[CH:3]=1.[CH:13]1(/[CH:19]=[C:20](\B2OC(C)(C)C(C)(C)O2)/[CH2:21][OH:22])[CH2:18][CH2:17][CH2:16][CH2:15][CH2:14]1.C(=O)([O-])[O-].[Na+].[Na+]. Product: [Cl:12][C:4]1[CH:3]=[C:2](/[C:20](/[CH2:21][OH:22])=[CH:19]\[CH:13]2[CH2:18][CH2:17][CH2:16][CH2:15][CH2:14]2)[CH:7]=[CH:6][C:5]=1[S:8]([NH2:11])(=[O:10])=[O:9]. The catalyst class is: 151. (4) Reactant: [CH2:1]([O:3][C:4]1[CH:11]=[CH:10][C:7]([CH:8]=O)=[C:6]([N+:12]([O-])=O)[CH:5]=1)[CH3:2].[NH2:15][C:16]1[CH:33]=[CH:32][C:19]([O:20][CH2:21][C@@H:22]([NH:24][C:25](=[O:31])[O:26][C:27]([CH3:30])([CH3:29])[CH3:28])[CH3:23])=[CH:18][C:17]=1[F:34].S([O-])([O-])(=O)=O.[Mg+2]. The catalyst class is: 8. Product: [CH2:1]([O:3][C:4]1[CH:11]=[CH:10][C:7]2[C:6]([CH:5]=1)=[N:12][N:15]([C:16]1[CH:33]=[CH:32][C:19]([O:20][CH2:21][C@@H:22]([NH:24][C:25](=[O:31])[O:26][C:27]([CH3:30])([CH3:28])[CH3:29])[CH3:23])=[CH:18][C:17]=1[F:34])[CH:8]=2)[CH3:2].